The task is: Predict which catalyst facilitates the given reaction.. This data is from Catalyst prediction with 721,799 reactions and 888 catalyst types from USPTO. Reactant: [OH-].[Na+].[CH2:3]([C:5]1[CH:10]=[CH:9][C:8]([C:11]([N:13]2[CH2:18][CH2:17][CH:16]([C:19]([O:21]CC)=[O:20])[CH2:15][CH2:14]2)=[O:12])=[CH:7][CH:6]=1)[CH3:4]. Product: [CH2:3]([C:5]1[CH:6]=[CH:7][C:8]([C:11]([N:13]2[CH2:18][CH2:17][CH:16]([C:19]([OH:21])=[O:20])[CH2:15][CH2:14]2)=[O:12])=[CH:9][CH:10]=1)[CH3:4]. The catalyst class is: 5.